From a dataset of Catalyst prediction with 721,799 reactions and 888 catalyst types from USPTO. Predict which catalyst facilitates the given reaction. (1) Reactant: [C:1]([NH:4][C:5]([C:8]1[CH:17]=[CH:16][C:11]([C:12](OC)=[O:13])=[CH:10][CH:9]=1)([CH3:7])[CH3:6])(=[O:3])[CH3:2].[BH4-].[Li+].O. Product: [OH:13][CH2:12][C:11]1[CH:10]=[CH:9][C:8]([C:5]([NH:4][C:1](=[O:3])[CH3:2])([CH3:7])[CH3:6])=[CH:17][CH:16]=1. The catalyst class is: 7. (2) Reactant: [Cl:1][C:2]1[CH:3]=[C:4]([CH:6]=[CH:7][C:8]=1[O:9][C:10]1[CH:15]=[CH:14][C:13]([Cl:16])=[CH:12][CH:11]=1)[NH2:5].[CH3:17][CH:18]([C:24]([CH3:26])=O)[C:19](OCC)=[O:20].ClC1C(OC2C=CC(Cl)=CC=2)=CC=C2C=1C(O)=C(C)C(C)=N2. Product: [Cl:1][C:2]1[CH:3]=[C:4]2[C:6]([C:19]([OH:20])=[C:18]([CH3:17])[C:24]([CH3:26])=[N:5]2)=[CH:7][C:8]=1[O:9][C:10]1[CH:15]=[CH:14][C:13]([Cl:16])=[CH:12][CH:11]=1. The catalyst class is: 8. (3) Reactant: [CH3:1][C:2]([C:4]1[CH:9]=[CH:8][C:7]([N+:10]([O-:12])=[O:11])=[CH:6][CH:5]=1)=[O:3].[CH2:13](O)[CH2:14][OH:15].C1(C)C=CC(S(O)(=O)=O)=CC=1.O. Product: [CH3:1][C:2]1([C:4]2[CH:5]=[CH:6][C:7]([N+:10]([O-:12])=[O:11])=[CH:8][CH:9]=2)[O:15][CH2:14][CH2:13][O:3]1. The catalyst class is: 11. (4) Reactant: Cl[C:2]1[CH:3]=[C:4]([CH:7]=[C:8]([Cl:10])[N:9]=1)[C:5]#[N:6].[NH:11]1[CH2:16][CH2:15][CH:14]([NH:17][C:18](=[O:24])[O:19][C:20]([CH3:23])([CH3:22])[CH3:21])[CH2:13][CH2:12]1. Product: [Cl:10][C:8]1[N:9]=[C:2]([N:11]2[CH2:12][CH2:13][CH:14]([NH:17][C:18](=[O:24])[O:19][C:20]([CH3:22])([CH3:21])[CH3:23])[CH2:15][CH2:16]2)[CH:3]=[C:4]([C:5]#[N:6])[CH:7]=1. The catalyst class is: 37. (5) Reactant: [Br:1][C:2]1[CH:3]=[C:4]([NH:24][C:25](=[O:31])[CH2:26][C:27]([O:29]C)=[O:28])[CH:5]=[C:6]([Br:23])[C:7]=1[O:8][C:9]1[CH:17]=[CH:16][C:15]2[C:11](=[C:12]([C:19]([NH:21][CH3:22])=[O:20])[N:13]([CH3:18])[N:14]=2)[CH:10]=1.[OH-].[Na+]. Product: [Br:23][C:6]1[CH:5]=[C:4]([NH:24][C:25](=[O:31])[CH2:26][C:27]([OH:29])=[O:28])[CH:3]=[C:2]([Br:1])[C:7]=1[O:8][C:9]1[CH:17]=[CH:16][C:15]2[C:11](=[C:12]([C:19]([NH:21][CH3:22])=[O:20])[N:13]([CH3:18])[N:14]=2)[CH:10]=1. The catalyst class is: 111. (6) Reactant: [Br:1][C:2]1[CH:3]=[C:4]2[C:9](=[CH:10][CH:11]=1)[C:8](=[O:12])[N:7]([CH2:13][CH:14]1[CH2:16][CH2:15]1)[C:6]([CH2:17]Cl)=[C:5]2[O:19][CH2:20][CH2:21][CH2:22][CH3:23].[C:24]1(=[O:34])[NH:28][C:27](=[O:29])[C:26]2=[CH:30][CH:31]=[CH:32][CH:33]=[C:25]12.[K].O. Product: [Br:1][C:2]1[CH:3]=[C:4]2[C:9](=[CH:10][CH:11]=1)[C:8](=[O:12])[N:7]([CH2:13][CH:14]1[CH2:16][CH2:15]1)[C:6]([CH2:17][N:28]1[C:24](=[O:34])[C:25]3[C:26](=[CH:30][CH:31]=[CH:32][CH:33]=3)[C:27]1=[O:29])=[C:5]2[O:19][CH2:20][CH2:21][CH2:22][CH3:23]. The catalyst class is: 9. (7) Reactant: [NH:1]1[C:5]([C:6]2[CH:11]=[CH:10][C:9]([NH:12][C:13]([CH:15]3[CH:19]([C:20]4[CH:25]=[CH:24][CH:23]=[C:22]([Cl:26])[C:21]=4[F:27])[C:18]([C:30]4[CH:35]=[CH:34][C:33]([Cl:36])=[CH:32][C:31]=4[F:37])([C:28]#[N:29])[CH:17]([CH2:38][C:39]([CH3:42])([CH3:41])[CH3:40])[NH:16]3)=[O:14])=[CH:8][CH:7]=2)=[N:4][N:3]=[N:2]1. Product: [NH:4]1[C:5]([C:6]2[CH:11]=[CH:10][C:9]([NH:12][C:13]([C@H:15]3[C@H:19]([C:20]4[CH:25]=[CH:24][CH:23]=[C:22]([Cl:26])[C:21]=4[F:27])[C@:18]([C:30]4[CH:35]=[CH:34][C:33]([Cl:36])=[CH:32][C:31]=4[F:37])([C:28]#[N:29])[C@H:17]([CH2:38][C:39]([CH3:42])([CH3:41])[CH3:40])[NH:16]3)=[O:14])=[CH:8][CH:7]=2)=[N:1][N:2]=[N:3]1. The catalyst class is: 5.